From a dataset of Reaction yield outcomes from USPTO patents with 853,638 reactions. Predict the reaction yield, written as a fraction of the theoretical maximum amount of product (1.0 means a 100% yield; for example, 0.34 means a 34% yield). (1) The reactants are [C:1]([O:5][C:6]([N:8]([CH3:14])[CH2:9][CH2:10][C:11]([OH:13])=O)=[O:7])([CH3:4])([CH3:3])[CH3:2].Cl.[CH3:16][NH:17][O:18][CH3:19].CN(C(ON1N=NC2C=CC=CC1=2)=[N+](C)C)C.F[P-](F)(F)(F)(F)F.C(N(CC)CC)C. The catalyst is CN(C=O)C. The product is [CH3:19][O:18][N:17]([CH3:16])[C:11](=[O:13])[CH2:10][CH2:9][N:8]([CH3:14])[C:6](=[O:7])[O:5][C:1]([CH3:2])([CH3:3])[CH3:4]. The yield is 0.990. (2) The reactants are Br[C:2]1[CH:3]=[C:4]([C:8]2[N:9]=[N:10][N:11]([CH2:13][C:14]3[CH:19]=[CH:18][C:17]([S:20]([OH:23])(=[O:22])=[O:21])=[CH:16][CH:15]=3)[N:12]=2)[CH:5]=[CH:6][CH:7]=1.[Na].C(N(C(C)C)CC)(C)C.[F:34][C:35]1[CH:40]=[CH:39][C:38]([CH2:41][C:42]#[CH:43])=[CH:37][CH:36]=1. The catalyst is CN(C=O)C.C1(P(C2C=CC=CC=2)C2C=CC=CC=2)C=CC=CC=1.C1(P(C2C=CC=CC=2)C2C=CC=CC=2)C=CC=CC=1.C1(P(C2C=CC=CC=2)C2C=CC=CC=2)C=CC=CC=1.C1(P(C2C=CC=CC=2)C2C=CC=CC=2)C=CC=CC=1.[Pd].[Cu]I. The product is [F:34][C:35]1[CH:40]=[CH:39][C:38]([CH2:41][C:42]#[C:43][C:2]2[CH:3]=[C:4]([C:8]3[N:9]=[N:10][N:11]([CH2:13][C:14]4[CH:19]=[CH:18][C:17]([S:20]([OH:23])(=[O:22])=[O:21])=[CH:16][CH:15]=4)[N:12]=3)[CH:5]=[CH:6][CH:7]=2)=[CH:37][CH:36]=1. The yield is 0.0826. (3) The reactants are [OH:1][C@H:2]([C:23]1[CH:28]=[CH:27][CH:26]=[CH:25][CH:24]=1)[CH2:3][CH2:4][N:5]1[CH2:10][CH2:9][CH:8]([C:11]2[CH:12]=[C:13]([NH:17][C:18](=[O:22])[CH:19]([CH3:21])[CH3:20])[CH:14]=[CH:15][CH:16]=2)[CH2:7][CH2:6]1.[C:29]([C:32]1[CH:37]=[CH:36][CH:35]=[CH:34][C:33]=1O)(=[O:31])[CH3:30].C1(P(C2C=CC=CC=2)C2C=CC=CC=2)C=CC=CC=1.N(C(OCC)=O)=NC(OCC)=O.N. The catalyst is C1COCC1.C(Cl)(Cl)Cl. The product is [C:29]([C:32]1[CH:37]=[CH:36][CH:35]=[CH:34][C:33]=1[O:1][C@@H:2]([C:23]1[CH:24]=[CH:25][CH:26]=[CH:27][CH:28]=1)[CH2:3][CH2:4][N:5]1[CH2:10][CH2:9][CH:8]([C:11]2[CH:12]=[C:13]([NH:17][C:18](=[O:22])[CH:19]([CH3:21])[CH3:20])[CH:14]=[CH:15][CH:16]=2)[CH2:7][CH2:6]1)(=[O:31])[CH3:30]. The yield is 0.249. (4) The reactants are I[C:2]1[C:7]([O:8][C:9]2[C:18]3[C:13](=[CH:14][C:15]([O:21][CH3:22])=[C:16]([O:19][CH3:20])[CH:17]=3)[N:12]=[CH:11][CH:10]=2)=[CH:6][CH:5]=[C:4]([CH3:23])[N:3]=1.[C:24]1(B(O)O)[CH:29]=[CH:28][CH:27]=[CH:26][CH:25]=1.C(=O)([O-])O.[Na+]. The catalyst is C1(C)C=CC=CC=1. The product is [CH3:20][O:19][C:16]1[CH:17]=[C:18]2[C:13](=[CH:14][C:15]=1[O:21][CH3:22])[N:12]=[CH:11][CH:10]=[C:9]2[O:8][C:7]1[C:2]([C:24]2[CH:29]=[CH:28][CH:27]=[CH:26][CH:25]=2)=[N:3][C:4]([CH3:23])=[CH:5][CH:6]=1. The yield is 1.00. (5) The reactants are [CH2:1]([O:5][CH2:6][CH2:7][CH2:8][CH2:9][CH2:10][CH2:11][CH2:12][CH2:13][CH2:14][CH2:15][CH2:16][CH2:17][CH2:18][CH2:19][CH2:20][CH2:21][CH2:22][CH3:23])[CH:2]1[O:4][CH2:3]1.C1(C)C=CC=CC=1.[C:31]([O:36][CH3:37])(=[O:35])[C:32]([CH3:34])=[CH2:33].Cl. The catalyst is CC(C)=O. The product is [CH2:1]([O:5][CH2:6][CH2:7][CH2:8][CH2:9][CH2:10][CH2:11][CH2:12][CH2:13][CH2:14][CH2:15][CH2:16][CH2:17][CH2:18][CH2:19][CH2:20][CH2:21][CH2:22][CH3:23])[CH:2]1[O:4][CH2:3]1.[C:31]([O:36][CH3:37])(=[O:35])[C:32]([CH3:34])=[CH2:33]. The yield is 0.610.